Dataset: Catalyst prediction with 721,799 reactions and 888 catalyst types from USPTO. Task: Predict which catalyst facilitates the given reaction. (1) Reactant: [Br:1][C:2]1[S:6][C:5]2=[C:7](C(O)=O)[N:8]=[CH:9][N:4]2[CH:3]=1. Product: [Br:1][C:2]1[S:6][C:5]2=[CH:7][N:8]=[CH:9][N:4]2[CH:3]=1. The catalyst class is: 15. (2) Reactant: [S:1]1([C:12]2[C:7](=[CH:8][CH:9]=[CH:10][CH:11]=2)[C:5](=[O:6])[NH:4]1)(=[O:3])=[O:2].[H-].[Na+].Br[CH2:16][CH2:17][CH2:18][CH2:19][O:20][C:21]1[CH:26]=[CH:25][CH:24]=[C:23]([N+:27]([O-:29])=[O:28])[CH:22]=1. Product: [N+:27]([C:23]1[CH:22]=[C:21]([CH:26]=[CH:25][CH:24]=1)[O:20][CH2:19][CH2:18][CH2:17][CH2:16][N:4]1[C:5](=[O:6])[C:7]2[C:12](=[CH:11][CH:10]=[CH:9][CH:8]=2)[S:1]1(=[O:2])=[O:3])([O-:29])=[O:28]. The catalyst class is: 3. (3) Reactant: [CH2:1]([N:3]1[C:12]2[C:7](=[CH:8][C:9]([F:19])=[C:10]([N:13]3[CH2:18][CH2:17][NH:16][CH2:15][CH2:14]3)[CH:11]=2)[C:6](=[O:20])[C:5]([C:21]([OH:23])=[O:22])=[CH:4]1)[CH3:2].[S:24]([C:32]1[CH:38]=[CH:37][C:35]([CH3:36])=[CH:34][CH:33]=1)([O:27][CH2:28][CH:29]1[O:31][CH2:30]1)(=[O:26])=[O:25]. Product: [CH2:1]([N:3]1[C:12]2[C:7](=[CH:8][C:9]([F:19])=[C:10]([N:13]3[CH2:18][CH2:17][N:16]([CH2:30][CH:29]([OH:31])[CH2:28][O:27][S:24]([C:32]4[CH:38]=[CH:37][C:35]([CH3:36])=[CH:34][CH:33]=4)(=[O:26])=[O:25])[CH2:15][CH2:14]3)[CH:11]=2)[C:6](=[O:20])[C:5]([C:21]([OH:23])=[O:22])=[CH:4]1)[CH3:2]. The catalyst class is: 9. (4) Reactant: Cl[C:2]1[C:7]([CH:8]=O)=[C:6]([NH:10][C:11](=[O:17])OC(C)(C)C)[CH:5]=[CH:4][N:3]=1.[C:18]1([CH2:24]C(OC)=O)[CH:23]=[CH:22][CH:21]=[CH:20][CH:19]=1.[CH3:29][OH:30].C[O-].[Na+]. Product: [CH3:29][O:30][C:2]1[N:3]=[CH:4][CH:5]=[C:6]2[C:7]=1[CH:8]=[C:24]([C:18]1[CH:23]=[CH:22][CH:21]=[CH:20][CH:19]=1)[C:11](=[O:17])[NH:10]2. The catalyst class is: 84.